This data is from Reaction yield outcomes from USPTO patents with 853,638 reactions. The task is: Predict the reaction yield, written as a fraction of the theoretical maximum amount of product (1.0 means a 100% yield; for example, 0.34 means a 34% yield). The reactants are [CH2:1]([O:8][C:9]1[CH:14]=[CH:13][C:12]([CH2:15][C:16]([OH:18])=O)=[CH:11][CH:10]=1)[C:2]1[CH:7]=[CH:6][CH:5]=[CH:4][CH:3]=1.C(N=C=NC(C)C)(C)C.[CH3:28][O:29][C:30]1[CH:31]=[C:32]([CH2:36][CH2:37][NH2:38])[CH:33]=[CH:34][CH:35]=1. The catalyst is CN(C)C=O. The product is [CH3:28][O:29][C:30]1[CH:31]=[C:32]([CH2:36][CH2:37][NH:38][C:16](=[O:18])[CH2:15][C:12]2[CH:11]=[CH:10][C:9]([O:8][CH2:1][C:2]3[CH:3]=[CH:4][CH:5]=[CH:6][CH:7]=3)=[CH:14][CH:13]=2)[CH:33]=[CH:34][CH:35]=1. The yield is 0.760.